From a dataset of Catalyst prediction with 721,799 reactions and 888 catalyst types from USPTO. Predict which catalyst facilitates the given reaction. (1) Reactant: Br[C:2]1[CH:3]=[C:4]([CH:9]=[C:10]([C:12]2[CH:17]=[CH:16][CH:15]=[CH:14][N:13]=2)[CH:11]=1)[C:5]([O:7][CH3:8])=[O:6].CC1(C)C(C)(C)OB([C:26]([C:28]2[CH:33]=[CH:32][CH:31]=[CH:30][CH:29]=2)=[CH2:27])O1.C([O-])([O-])=O.[K+].[K+].O. Product: [C:28]1([C:26]([C:2]2[CH:3]=[C:4]([CH:9]=[C:10]([C:12]3[CH:17]=[CH:16][CH:15]=[CH:14][N:13]=3)[CH:11]=2)[C:5]([O:7][CH3:8])=[O:6])=[CH2:27])[CH:33]=[CH:32][CH:31]=[CH:30][CH:29]=1. The catalyst class is: 104. (2) Reactant: [CH3:1][O:2][C:3]1[CH:8]=[CH:7][C:6]([S:9][CH2:10][C:11](O)=O)=[CH:5][CH:4]=1.COC1C=CC(S)=CC=1.BrCC[CH2:26][CH2:27][CH2:28][C:29]([O:31]CC)=[O:30].[OH-].[K+]. Product: [CH3:1][O:2][C:3]1[CH:4]=[CH:5][C:6]([S:9][CH2:10][CH2:11][CH2:26][CH2:27][CH2:28][C:29]([OH:31])=[O:30])=[CH:7][CH:8]=1. The catalyst class is: 8.